This data is from Reaction yield outcomes from USPTO patents with 853,638 reactions. The task is: Predict the reaction yield, written as a fraction of the theoretical maximum amount of product (1.0 means a 100% yield; for example, 0.34 means a 34% yield). The reactants are C1(COC([NH:11][CH:12]([CH2:16][NH:17][C:18]([C:20]2[CH:21]=[C:22]3[C:26](=[CH:27][CH:28]=2)[N:25]([CH2:29][CH2:30][CH2:31][NH:32][C:33]2[N:34]([C:38]([C:51]4[CH:56]=[CH:55][CH:54]=[CH:53][CH:52]=4)([C:45]4[CH:50]=[CH:49][CH:48]=[CH:47][CH:46]=4)[C:39]4[CH:44]=[CH:43][CH:42]=[CH:41][CH:40]=4)[CH:35]=[CH:36][N:37]=2)[N:24]=[CH:23]3)=[O:19])[C:13]([OH:15])=[O:14])=O)C=CC=CC=1. The catalyst is C(O)C.[Pd]. The product is [NH2:11][CH:12]([CH2:16][NH:17][C:18]([C:20]1[CH:21]=[C:22]2[C:26](=[CH:27][CH:28]=1)[N:25]([CH2:29][CH2:30][CH2:31][NH:32][C:33]1[N:34]([C:38]([C:39]3[CH:44]=[CH:43][CH:42]=[CH:41][CH:40]=3)([C:45]3[CH:50]=[CH:49][CH:48]=[CH:47][CH:46]=3)[C:51]3[CH:52]=[CH:53][CH:54]=[CH:55][CH:56]=3)[CH:35]=[CH:36][N:37]=1)[N:24]=[CH:23]2)=[O:19])[C:13]([OH:15])=[O:14]. The yield is 0.350.